Dataset: B-cell epitopes from IEDB database with 3,159 antigens for binding position prediction. Task: Token-level Classification. Given an antigen amino acid sequence, predict which amino acid positions are active epitope sites capable of antibody binding. Output is a list of indices for active positions. (1) Given the antigen sequence: ASPSVVKTSTPSGTQTSGLKSSSPSSTKSSSPSNVKSASPHGESNSSEESTTKSSKRSASXAGIVGADEEAPPAPKNTLTPLEELYPTNVNLFNYKYSLNNMEENINILKNEGDLVAQKEEFEYDENMEKAKQDKKKALEKIGKESDEAPFMFSENKFLENQVKERNVAGS, which amino acid positions are active epitope sites? The epitope positions are: [144, 145, 146, 147, 148, 149, 150, 151, 152, 153, 154, 155, 156, 157, 158]. The amino acids at these positions are: ESDEAPFMFSENKFL. (2) Given the antigen sequence: MSNKLVKEKRVDQADLAWLTDPEVYEVNTIPPHSDHESFQSQEELEEGKSSLVQSLDGDWLIDYAENGQGPVNFYAEDFDDSNFKSVKVPGNLELQGFGQPQYVNVQYPWDGSEEIFPPQIPSKNPLASYVRYFDLDEAFWDKEVSLKFDGAATAIYVWLNGHFVGYGEDSFTPSEFMVTKFLKKENNRLAVALYKYSSASLEDQDFWRMSGLFRSVTLQAKPRLHLEDLKLTASLTDNYQKGKLEVEANIAYRLPNASFKLEVRDSEGDLVAEKLGPIRSEQLEFTLADLPVAAWSAEKPNLYQVRLYLYQAGSLLEVSRQEVGFRNFELKDGIMYLNGQRIVFKGANRHEFDSKLGRAITEEDMIWDIKTMKRSNINAVRCSHYPNQSLFYRLCDKYGLYVIDEANLESHGTWEKVGGHEDPSFNVPGDDQHWLGASLSRVKNMMARDKNHASILIWSLGNESYAGTVFAQMADYVRKADPTRVQHYEGVTHNRKFDD..., which amino acid positions are active epitope sites? The epitope positions are: [264, 265, 266, 267, 268, 269, 270, 271, 272, 273, 274, 275, 276, 277, 278]. The amino acids at these positions are: RDSEGDLVAEKLGPI. (3) Given the antigen sequence: MVLRTRKRRAAPQDIYPACKISNTCPPDIINKYENKTVADKILQYGSLGVYFGGLGIGTGTGSGGRGGYVPLGGSSGGRVVGGSAVRPPIPTDTVGPLEVIPEAVDPAGSSIVPLEEYPAEIPTTSGTNVIGEGGAQPPPSSGGGSAILDVISEESGVTSRTHFNNPTFEAPNTNNISVPDIVDPQPEDIVISYTDAPEPGELIELVPLHPRGRETFDIQEETSFITSTPDPASSQAARTANLASRRYQQIQVSDPLFLGQPRKLVQFENTFENPAFVDDDQLTLLFDQDLDNVLAAPDPQFTDVVKLSRPSYTRTASGRVRVSRLGTTGTIRTRSGLQIGPRKHFYYDISSIPSESIELQPIAESANEDTVSGLPDLDIINADETAFTEADLLDEPESVGEGLQLVISSTRRAPRILPMPKLFATDVHPGFFPDIHIDYNQPDVLPGFEEGTITPSFSFNNSGDFVLHPSLRRRRKRKFVF, which amino acid positions are active epitope sites? The epitope positions are: [107, 108, 109, 110, 111, 112, 113, 114, 115, 116, 117, 118, 119, 120, 121, 122]. The amino acids at these positions are: AGSSIVPLEEYPAEIP. (4) The epitope positions are: [167, 168, 169, 170, 171, 172, 173, 174, 175]. The amino acids at these positions are: VLQELNVTV. Given the antigen sequence: RHRPPSPALASVLLALLLSGAARAAEIVGGHEAQPHSRPYMASLQMRGNPGSHFCGGTLIHPSFVLTAAHCLRDIPQRLVNVVLGAHNVRTQEPTQQHFSVAQVFLNNYDAENKLNDVLLIQLSSPANLSASVATVQLPQQDQPVPHGTQCLAMGWGRVGAHDPPAQVLQELNVTVVTFFCRPHNICTFVPRRKAGICFGDSGGPLICDGIIQGIDSFVIWGCATRLFPDFFTRVALYVDWIRSTLRRVEAKGP, which amino acid positions are active epitope sites?